This data is from NCI-60 drug combinations with 297,098 pairs across 59 cell lines. The task is: Regression. Given two drug SMILES strings and cell line genomic features, predict the synergy score measuring deviation from expected non-interaction effect. (1) Drug 1: CCC1(CC2CC(C3=C(CCN(C2)C1)C4=CC=CC=C4N3)(C5=C(C=C6C(=C5)C78CCN9C7C(C=CC9)(C(C(C8N6C=O)(C(=O)OC)O)OC(=O)C)CC)OC)C(=O)OC)O.OS(=O)(=O)O. Drug 2: CC=C1C(=O)NC(C(=O)OC2CC(=O)NC(C(=O)NC(CSSCCC=C2)C(=O)N1)C(C)C)C(C)C. Cell line: HT29. Synergy scores: CSS=69.7, Synergy_ZIP=-1.97, Synergy_Bliss=-6.32, Synergy_Loewe=-5.61, Synergy_HSA=-4.39. (2) Drug 1: C1CCN(CC1)CCOC2=CC=C(C=C2)C(=O)C3=C(SC4=C3C=CC(=C4)O)C5=CC=C(C=C5)O. Drug 2: C1=CC=C(C=C1)NC(=O)CCCCCCC(=O)NO. Cell line: HCC-2998. Synergy scores: CSS=-4.34, Synergy_ZIP=2.45, Synergy_Bliss=-0.547, Synergy_Loewe=-7.58, Synergy_HSA=-6.26. (3) Drug 2: C1=NC2=C(N=C(N=C2N1C3C(C(C(O3)CO)O)F)Cl)N. Synergy scores: CSS=2.87, Synergy_ZIP=-0.778, Synergy_Bliss=0.745, Synergy_Loewe=-4.59, Synergy_HSA=-3.39. Drug 1: CCC(=C(C1=CC=CC=C1)C2=CC=C(C=C2)OCCN(C)C)C3=CC=CC=C3.C(C(=O)O)C(CC(=O)O)(C(=O)O)O. Cell line: T-47D. (4) Drug 1: C1CCN(CC1)CCOC2=CC=C(C=C2)C(=O)C3=C(SC4=C3C=CC(=C4)O)C5=CC=C(C=C5)O. Drug 2: CC1CCC2CC(C(=CC=CC=CC(CC(C(=O)C(C(C(=CC(C(=O)CC(OC(=O)C3CCCCN3C(=O)C(=O)C1(O2)O)C(C)CC4CCC(C(C4)OC)OCCO)C)C)O)OC)C)C)C)OC. Cell line: HL-60(TB). Synergy scores: CSS=-4.04, Synergy_ZIP=6.90, Synergy_Bliss=5.48, Synergy_Loewe=-32.3, Synergy_HSA=-6.50. (5) Cell line: EKVX. Synergy scores: CSS=3.64, Synergy_ZIP=-1.74, Synergy_Bliss=-1.73, Synergy_Loewe=-6.06, Synergy_HSA=-3.26. Drug 2: C1CN1C2=NC(=NC(=N2)N3CC3)N4CC4. Drug 1: CN1C(=O)N2C=NC(=C2N=N1)C(=O)N. (6) Drug 1: C1CC(C1)(C(=O)O)C(=O)O.[NH2-].[NH2-].[Pt+2]. Drug 2: CCCCC(=O)OCC(=O)C1(CC(C2=C(C1)C(=C3C(=C2O)C(=O)C4=C(C3=O)C=CC=C4OC)O)OC5CC(C(C(O5)C)O)NC(=O)C(F)(F)F)O. Cell line: SR. Synergy scores: CSS=72.8, Synergy_ZIP=1.09, Synergy_Bliss=0.164, Synergy_Loewe=1.13, Synergy_HSA=4.63. (7) Drug 1: C1=CC=C(C(=C1)C(C2=CC=C(C=C2)Cl)C(Cl)Cl)Cl. Drug 2: CC1C(C(CC(O1)OC2CC(CC3=C2C(=C4C(=C3O)C(=O)C5=C(C4=O)C(=CC=C5)OC)O)(C(=O)CO)O)N)O.Cl. Cell line: SF-295. Synergy scores: CSS=43.5, Synergy_ZIP=-4.19, Synergy_Bliss=-3.13, Synergy_Loewe=-1.22, Synergy_HSA=0.841. (8) Drug 1: CC(CN1CC(=O)NC(=O)C1)N2CC(=O)NC(=O)C2. Drug 2: CC12CCC3C(C1CCC2O)C(CC4=C3C=CC(=C4)O)CCCCCCCCCS(=O)CCCC(C(F)(F)F)(F)F. Cell line: MDA-MB-231. Synergy scores: CSS=11.0, Synergy_ZIP=-6.17, Synergy_Bliss=1.23, Synergy_Loewe=0.982, Synergy_HSA=2.18. (9) Drug 1: C1CCC(C(C1)N)N.C(=O)(C(=O)[O-])[O-].[Pt+4]. Drug 2: CC1CCCC2(C(O2)CC(NC(=O)CC(C(C(=O)C(C1O)C)(C)C)O)C(=CC3=CSC(=N3)C)C)C. Cell line: BT-549. Synergy scores: CSS=46.0, Synergy_ZIP=-0.935, Synergy_Bliss=-3.18, Synergy_Loewe=-8.02, Synergy_HSA=-0.553.